Dataset: Reaction yield outcomes from USPTO patents with 853,638 reactions. Task: Predict the reaction yield, written as a fraction of the theoretical maximum amount of product (1.0 means a 100% yield; for example, 0.34 means a 34% yield). The reactants are [CH3:1][C:2]1[C:39]([CH3:40])=[CH:38][CH:37]=[CH:36][C:3]=1[O:4][CH2:5][CH2:6][CH2:7][C:8]([N:10]1[C:19]2[C:14](=[C:15]([C:20]3[CH:21]=[N:22][N:23]([CH2:25][C:26]4[CH:31]=[CH:30][CH:29]=[C:28]([O:32][CH2:33][CH2:34]O)[CH:27]=4)[CH:24]=3)[CH:16]=[CH:17][CH:18]=2)[CH2:13][CH2:12][CH2:11]1)=[O:9].[C:41]([O:45][C:46]([NH:48][C:49]([NH:51][C:52]([O:54][C:55]([CH3:58])([CH3:57])[CH3:56])=[O:53])=[NH:50])=[O:47])([CH3:44])([CH3:43])[CH3:42].C1(P(C2C=CC=CC=2)C2C=CC=CC=2)C=CC=CC=1.CCOC(/N=N/C(OCC)=O)=O. The catalyst is C(Cl)Cl. The product is [C:55]([O:54][C:52]([NH:51][C:49](=[N:48][C:46](=[O:47])[O:45][C:41]([CH3:44])([CH3:43])[CH3:42])[NH:50][CH2:34][CH2:33][O:32][C:28]1[CH:29]=[CH:30][CH:31]=[C:26]([CH2:25][N:23]2[CH:24]=[C:20]([C:15]3[CH:16]=[CH:17][CH:18]=[C:19]4[C:14]=3[CH2:13][CH2:12][CH2:11][N:10]4[C:8](=[O:9])[CH2:7][CH2:6][CH2:5][O:4][C:3]3[CH:36]=[CH:37][CH:38]=[C:39]([CH3:40])[C:2]=3[CH3:1])[CH:21]=[N:22]2)[CH:27]=1)=[O:53])([CH3:58])([CH3:57])[CH3:56]. The yield is 0.900.